The task is: Predict the reactants needed to synthesize the given product.. This data is from Full USPTO retrosynthesis dataset with 1.9M reactions from patents (1976-2016). (1) Given the product [CH3:7][N:8](/[CH:9]=[C:2](\[CH2:3][CH2:4][CH3:5])/[C:1]#[N:6])[CH3:11], predict the reactants needed to synthesize it. The reactants are: [C:1](#[N:6])[CH2:2][CH2:3][CH2:4][CH3:5].[CH3:7][N:8]([CH3:11])[CH:9]=O.C(OC(N(C)C)N(C)C)(C)(C)C. (2) The reactants are: C([O:5][C:6](=[O:39])[CH2:7][N:8]([S:28]([C:31]1[CH:36]=[C:35]([Cl:37])[CH:34]=[C:33]([Cl:38])[CH:32]=1)(=[O:30])=[O:29])[C:9]1[CH:10]=[C:11]2[C:15](=[CH:16][CH:17]=1)[N:14]([C:18]1[C:19]([O:26]C)=[N:20][C:21]([O:24]C)=[N:22][CH:23]=1)[CH:13]=[CH:12]2)(C)(C)C.Cl. Given the product [Cl:37][C:35]1[CH:36]=[C:31]([S:28]([N:8]([CH2:7][C:6]([OH:39])=[O:5])[C:9]2[CH:10]=[C:11]3[C:15](=[CH:16][CH:17]=2)[N:14]([C:18]2[C:19](=[O:26])[NH:20][C:21](=[O:24])[NH:22][CH:23]=2)[CH:13]=[CH:12]3)(=[O:29])=[O:30])[CH:32]=[C:33]([Cl:38])[CH:34]=1, predict the reactants needed to synthesize it. (3) Given the product [Br:1][C:2]1[C:7]([C:8](=[N:21][OH:22])[NH2:9])=[N:6][C:5]([Cl:10])=[C:4]([C:11]2[C:16]([F:17])=[CH:15][CH:14]=[CH:13][C:12]=2[Cl:18])[C:3]=1[Cl:19], predict the reactants needed to synthesize it. The reactants are: [Br:1][C:2]1[C:3]([Cl:19])=[C:4]([C:11]2[C:16]([F:17])=[CH:15][CH:14]=[CH:13][C:12]=2[Cl:18])[C:5]([Cl:10])=[N:6][C:7]=1[C:8]#[N:9].Cl.[NH2:21][OH:22].C(=O)(O)[O-].[Na+]. (4) Given the product [F:28][C:25]1[CH:26]=[CH:27][C:22]([O:21][C:18]2[CH:17]=[CH:16][C:15]([CH2:14][O:13][CH:9]3[CH2:10][CH2:11][CH2:12][NH:7][CH2:8]3)=[CH:20][CH:19]=2)=[CH:23][CH:24]=1, predict the reactants needed to synthesize it. The reactants are: [OH-].[K+].FC(F)(F)C([N:7]1[CH2:12][CH2:11][CH2:10][CH:9]([O:13][CH2:14][C:15]2[CH:20]=[CH:19][C:18]([O:21][C:22]3[CH:27]=[CH:26][C:25]([F:28])=[CH:24][CH:23]=3)=[CH:17][CH:16]=2)[CH2:8]1)=O.O.